Dataset: Catalyst prediction with 721,799 reactions and 888 catalyst types from USPTO. Task: Predict which catalyst facilitates the given reaction. (1) Reactant: [NH2:1][CH:2]1[CH2:11][CH2:10][C:5]2([O:9][CH2:8][CH2:7][O:6]2)[CH2:4][CH:3]1[C:12]([O:14][CH2:15][CH3:16])=[O:13].C(N(CC)CC)C.[CH2:24]([S:26](Cl)(=[O:28])=[O:27])[CH3:25].C(=O)([O-])[O-].[Na+].[Na+]. Product: [CH2:24]([S:26]([NH:1][CH:2]1[CH2:11][CH2:10][C:5]2([O:9][CH2:8][CH2:7][O:6]2)[CH2:4][CH:3]1[C:12]([O:14][CH2:15][CH3:16])=[O:13])(=[O:28])=[O:27])[CH3:25]. The catalyst class is: 7. (2) Reactant: [Br:1][C:2]1[CH:7]=[CH:6][N:5]=[C:4]([NH2:8])[CH:3]=1.[CH2:9]([O:11][C:12](=[O:17])[C:13](=O)[CH2:14]Br)[CH3:10]. Product: [CH2:9]([O:11][C:12]([C:13]1[N:8]=[C:4]2[CH:3]=[C:2]([Br:1])[CH:7]=[CH:6][N:5]2[CH:14]=1)=[O:17])[CH3:10]. The catalyst class is: 93. (3) Reactant: [Cl:1][C:2]1[CH:3]=[C:4]([CH:8]=[CH:9][C:10]=1[O:11][CH:12]([CH3:14])[CH3:13])[C:5]([OH:7])=O.C1C=CC2N(O)N=NC=2C=1.C(Cl)CCl.O[NH:30][C:31](=[NH:50])[C:32]1[CH:49]=[CH:48][C:35]2[CH2:36][CH2:37][N:38]([C:41]([O:43][C:44]([CH3:47])([CH3:46])[CH3:45])=[O:42])[CH2:39][CH2:40][C:34]=2[CH:33]=1. Product: [Cl:1][C:2]1[CH:3]=[C:4]([C:5]2[O:7][N:30]=[C:31]([C:32]3[CH:49]=[CH:48][C:35]4[CH2:36][CH2:37][N:38]([C:41]([O:43][C:44]([CH3:45])([CH3:46])[CH3:47])=[O:42])[CH2:39][CH2:40][C:34]=4[CH:33]=3)[N:50]=2)[CH:8]=[CH:9][C:10]=1[O:11][CH:12]([CH3:14])[CH3:13]. The catalyst class is: 3. (4) Reactant: [C:1]([C:3]1[CH:8]=[CH:7][C:6](/[CH:9]=[CH:10]/[C:11]([O:13][CH3:14])=[O:12])=[C:5]([N+:15]([O-])=O)[CH:4]=1)#[N:2].[Sn](Cl)Cl.C(=O)([O-])O.[Na+]. The catalyst class is: 162. Product: [NH2:15][C:5]1[CH:4]=[C:3]([C:1]#[N:2])[CH:8]=[CH:7][C:6]=1/[CH:9]=[CH:10]/[C:11]([O:13][CH3:14])=[O:12]. (5) The catalyst class is: 8. Product: [NH:17]([C:2]1[N:3]=[CH:4][C:5]([NH:8][C:9]([CH:11]2[CH2:16][CH2:15][CH2:14][CH2:13][CH2:12]2)=[O:10])=[N:6][CH:7]=1)[NH2:18]. Reactant: Br[C:2]1[N:3]=[CH:4][C:5]([NH:8][C:9]([CH:11]2[CH2:16][CH2:15][CH2:14][CH2:13][CH2:12]2)=[O:10])=[N:6][CH:7]=1.[NH2:17][NH2:18]. (6) Reactant: [CH2:1]([O:3][C:4](=[O:18])[CH2:5][N:6]1[C:14]2[CH2:13][CH2:12][CH2:11][C@@H:10]([N:15]=[N+]=[N-])[C:9]=2[CH:8]=[N:7]1)[CH3:2]. Product: [CH2:1]([O:3][C:4](=[O:18])[CH2:5][N:6]1[C:14]2[CH2:13][CH2:12][CH2:11][C@@H:10]([NH2:15])[C:9]=2[CH:8]=[N:7]1)[CH3:2]. The catalyst class is: 29. (7) Reactant: [C:1]([O:5][C:6](=[O:45])[CH2:7][O:8][C:9]1[CH:14]=[CH:13][CH:12]=[C:11]([CH2:15][N:16]([CH2:26][C:27]2[CH:32]=[CH:31][C:30]([C:33]([CH3:44])([CH3:43])[CH2:34][O:35][Si](C(C)(C)C)(C)C)=[CH:29][CH:28]=2)[S:17]([C:20]2[CH:21]=[N:22][CH:23]=[CH:24][CH:25]=2)(=[O:19])=[O:18])[CH:10]=1)([CH3:4])([CH3:3])[CH3:2].[F-].C([N+](CCCC)(CCCC)CCCC)CCC.O.C(Cl)Cl. Product: [C:1]([O:5][C:6](=[O:45])[CH2:7][O:8][C:9]1[CH:14]=[CH:13][CH:12]=[C:11]([CH2:15][N:16]([CH2:26][C:27]2[CH:28]=[CH:29][C:30]([C:33]([CH3:44])([CH3:43])[CH2:34][OH:35])=[CH:31][CH:32]=2)[S:17]([C:20]2[CH:21]=[N:22][CH:23]=[CH:24][CH:25]=2)(=[O:19])=[O:18])[CH:10]=1)([CH3:4])([CH3:2])[CH3:3]. The catalyst class is: 1. (8) Reactant: O.[C:2]1(=[O:8])[CH2:7][CH2:6][CH2:5][CH2:4][CH2:3]1.N1C[CH2:12][CH2:11][CH2:10]1.C(Br)C=C. Product: [CH2:12]([CH:3]1[CH2:4][CH2:5][CH2:6][CH2:7][C:2]1=[O:8])[CH:11]=[CH2:10]. The catalyst class is: 11. (9) Reactant: [Cl:1][C:2]1[N:7]=[C:6](Cl)[C:5]([CH3:9])=[CH:4][N:3]=1.[NH2:10][CH:11]1[CH2:16][CH2:15][C:14]2([CH2:21][CH2:20][N:19]([C:22]([O:24][C:25]([CH3:28])([CH3:27])[CH3:26])=[O:23])[CH2:18][CH2:17]2)[CH2:13][CH2:12]1.CCN(CC)CC. Product: [Cl:1][C:2]1[N:7]=[C:6]([NH:10][CH:11]2[CH2:12][CH2:13][C:14]3([CH2:21][CH2:20][N:19]([C:22]([O:24][C:25]([CH3:26])([CH3:27])[CH3:28])=[O:23])[CH2:18][CH2:17]3)[CH2:15][CH2:16]2)[C:5]([CH3:9])=[CH:4][N:3]=1. The catalyst class is: 14. (10) Reactant: C(OC(=O)[NH:7][C@@H:8]1[C@@H:12]([N:13]2[CH2:18][CH2:17][CH2:16][CH2:15][C:14]2=[O:19])[CH2:11][N:10]([C:20]2[N:25]=[CH:24][C:23]([O:26][CH2:27][CH2:28][CH2:29][CH:30]3[CH2:35][CH2:34][N:33]([C:36]4[O:40][N:39]=[C:38]([CH:41]([CH3:43])[CH3:42])[N:37]=4)[CH2:32][CH2:31]3)=[CH:22][N:21]=2)[CH2:9]1)(C)(C)C.C(O)(C(F)(F)F)=O. Product: [NH2:7][C@H:8]1[CH2:9][N:10]([C:20]2[N:21]=[CH:22][C:23]([O:26][CH2:27][CH2:28][CH2:29][CH:30]3[CH2:31][CH2:32][N:33]([C:36]4[O:40][N:39]=[C:38]([CH:41]([CH3:42])[CH3:43])[N:37]=4)[CH2:34][CH2:35]3)=[CH:24][N:25]=2)[CH2:11][C@@H:12]1[N:13]1[CH2:18][CH2:17][CH2:16][CH2:15][C:14]1=[O:19]. The catalyst class is: 2.